From a dataset of NCI-60 drug combinations with 297,098 pairs across 59 cell lines. Regression. Given two drug SMILES strings and cell line genomic features, predict the synergy score measuring deviation from expected non-interaction effect. (1) Drug 1: CN1CCC(CC1)COC2=C(C=C3C(=C2)N=CN=C3NC4=C(C=C(C=C4)Br)F)OC. Drug 2: C1=CN(C(=O)N=C1N)C2C(C(C(O2)CO)O)O.Cl. Synergy scores: CSS=31.5, Synergy_ZIP=-4.45, Synergy_Bliss=-2.23, Synergy_Loewe=-4.42, Synergy_HSA=1.31. Cell line: MDA-MB-231. (2) Drug 1: C1=C(C(=O)NC(=O)N1)F. Drug 2: CC1C(C(CC(O1)OC2CC(OC(C2O)C)OC3=CC4=CC5=C(C(=O)C(C(C5)C(C(=O)C(C(C)O)O)OC)OC6CC(C(C(O6)C)O)OC7CC(C(C(O7)C)O)OC8CC(C(C(O8)C)O)(C)O)C(=C4C(=C3C)O)O)O)O. Cell line: M14. Synergy scores: CSS=33.7, Synergy_ZIP=-3.40, Synergy_Bliss=-2.18, Synergy_Loewe=-2.96, Synergy_HSA=-3.06.